This data is from Forward reaction prediction with 1.9M reactions from USPTO patents (1976-2016). The task is: Predict the product of the given reaction. (1) Given the reactants [CH:1]1([CH2:7][C:8]([NH:10][C:11]2[CH:16]=[CH:15][C:14]([OH:17])=[CH:13][CH:12]=2)=[O:9])[CH2:6][CH2:5][CH2:4][CH2:3][CH2:2]1.[I-].C[N+]1C=CN([C:25](=[O:34])[N:26]([CH3:33])[C:27]2[CH:32]=[CH:31][CH:30]=[CH:29][CH:28]=2)C=1, predict the reaction product. The product is: [CH:1]1([CH2:7][C:8]([NH:10][C:11]2[CH:16]=[CH:15][C:14]([O:17][C:25](=[O:34])[N:26]([CH3:33])[C:27]3[CH:32]=[CH:31][CH:30]=[CH:29][CH:28]=3)=[CH:13][CH:12]=2)=[O:9])[CH2:6][CH2:5][CH2:4][CH2:3][CH2:2]1. (2) Given the reactants [F:1][C:2]([F:13])([F:12])[C:3]1[CH:8]=[CH:7][C:6]([CH2:9][CH2:10][OH:11])=[CH:5][CH:4]=1.Cl[C:15]1[CH:25]=[C:19]2[N:20]([CH3:24])[CH2:21][CH2:22][CH2:23][N:18]2[C:17](=[O:26])[N:16]=1, predict the reaction product. The product is: [CH3:24][N:20]1[CH2:21][CH2:22][CH2:23][N:18]2[C:17](=[O:26])[N:16]=[C:15]([O:11][CH2:10][CH2:9][C:6]3[CH:5]=[CH:4][C:3]([C:2]([F:12])([F:13])[F:1])=[CH:8][CH:7]=3)[CH:25]=[C:19]12. (3) Given the reactants [NH2:1][C@H:2]1[CH2:7][CH2:6][N:5]([C:8]([O:10][C:11]([CH3:14])([CH3:13])[CH3:12])=[O:9])[CH2:4][C@H:3]1[O:15][CH2:16][CH2:17][CH3:18].C(=O)(O)[O-].[Na+].Cl[C:25]([O:27][CH2:28][C:29]1[CH:34]=[CH:33][CH:32]=[CH:31][CH:30]=1)=[O:26].C1COCC1, predict the reaction product. The product is: [CH2:28]([O:27][C:25]([NH:1][C@H:2]1[CH2:7][CH2:6][N:5]([C:8]([O:10][C:11]([CH3:12])([CH3:13])[CH3:14])=[O:9])[CH2:4][C@H:3]1[O:15][CH2:16][CH2:17][CH3:18])=[O:26])[C:29]1[CH:34]=[CH:33][CH:32]=[CH:31][CH:30]=1. (4) Given the reactants [CH3:1][O:2][C:3]1[CH:9]=[CH:8][C:7]([C:10]2[O:14][CH:13]=[N:12][CH:11]=2)=[CH:6][C:4]=1[NH2:5].[Br:15][C:16]1[S:20][CH:19]=[C:18]([CH:21]=O)[CH:17]=1, predict the reaction product. The product is: [Br:15][C:16]1[S:20][CH:19]=[C:18]([CH2:21][NH:5][C:4]2[CH:6]=[C:7]([C:10]3[O:14][CH:13]=[N:12][CH:11]=3)[CH:8]=[CH:9][C:3]=2[O:2][CH3:1])[CH:17]=1. (5) Given the reactants [CH3:1][NH:2][C:3](=O)[O:4]C1C=CC([N+]([O-])=O)=CC=1.C(N(CC)CC)C.[C:22]1([C:28]2([CH2:33][NH2:34])[O:32][CH2:31][CH2:30][O:29]2)[CH:27]=[CH:26][CH:25]=[CH:24][CH:23]=1, predict the reaction product. The product is: [CH3:1][NH:2][C:3]([NH:34][CH2:33][C:28]1([C:22]2[CH:23]=[CH:24][CH:25]=[CH:26][CH:27]=2)[O:32][CH2:31][CH2:30][O:29]1)=[O:4]. (6) Given the reactants [C:1]1([C:22]2[CH:27]=[CH:26][CH:25]=[CH:24][CH:23]=2)[CH:6]=[CH:5][C:4]([C:7]2[N:12]=[C:11]3[CH:13]=[C:14]([C:18]([OH:20])=[O:19])[N:15](CO)[C:10]3=[CH:9][C:8]=2[Cl:21])=[CH:3][CH:2]=1.C(N)CN, predict the reaction product. The product is: [C:1]1([C:22]2[CH:23]=[CH:24][CH:25]=[CH:26][CH:27]=2)[CH:6]=[CH:5][C:4]([C:7]2[N:12]=[C:11]3[CH:13]=[C:14]([C:18]([OH:20])=[O:19])[NH:15][C:10]3=[CH:9][C:8]=2[Cl:21])=[CH:3][CH:2]=1.